From a dataset of Experimentally validated miRNA-target interactions with 360,000+ pairs, plus equal number of negative samples. Binary Classification. Given a miRNA mature sequence and a target amino acid sequence, predict their likelihood of interaction. (1) The miRNA is hsa-miR-1267 with sequence CCUGUUGAAGUGUAAUCCCCA. The protein sequence of the target gene is MDELQDVQLTEIKPLLNDKNGTRNFQDFDCQEHDIETTHGVVHVTIRGLPKGNRPVILTYHDIGLNHKSCFNAFFNFEDMQEITQHFAVCHVDAPGQQEGAPSFPTGYQYPTMDELAEMLPPVLTHLSLKSIIGIGVGAGAYILSRFALNHPELVEGLVLINVDPCAKGWIDWAASKLSGLTTNVVDIILAHHFGQEELQANLDLIQTYRMHIAQDINQDNLQLFLNSYNGRRDLEIERPILGQNDNKSKTLKCSTLLVVGDNSPAVEAVVECNSRLNPINTTLLKMADCGGLPQVVQPG.... Result: 0 (no interaction). (2) The miRNA is hsa-miR-6883-5p with sequence AGGGAGGGUGUGGUAUGGAUGU. The protein sequence of the target gene is MAATAAAVVAEEDTELRDLLVQTLENSGVLNRIKAELRAAVFLALEEQEKVENKTPLVNESLKKFLNTKDGRLVASLVAEFLQFFNLDFTLAVFQPETSTLQGLEGRENLARDLGIIEAEGTVGGPLLLEVIRRCQQKEKGPTTGEGALDLSDVHSPPKSPEGKTSAQTTPSKIPRYKGQGKKKTSGQKAGDKKANDEANQSDTSVSLSEPKSKSSLHLLSHETKIGSFLSNRTLDGKDKAGLCPDEDDMEGDSFFDDPIPKPEKTYGLRKEPRKQAGSLASLSDAPPLKSGLSSLAGAP.... Result: 1 (interaction). (3) The miRNA is hsa-miR-1-3p with sequence UGGAAUGUAAAGAAGUAUGUAU. The protein sequence of the target gene is MSTPSRFKKDKEIIAEYESQVKEIRAQLVEQQKCLEQQTEMRVQLLQDLQDFFRKKAEIETEYSRNLEKLAERFMAKTRSTKDHQQYKKDQNLLSPVNCWYLLLNQVRRESKDHATLSDIYLNNVIMRFMQISEDSTRMFKKSKEIAFQLHEDLMKVLNELYTVMKTYHMYHAESISAESKLKEAEKQEEKQIGRSGDPVFHIRLEERHQRRSSVKKIEKMKEKRQAKYSENKLKSIKARNEYLLTLEATNASVFKYYIHDLSDLIDCCDLGYHASLNRALRTYLSAEYNLETSRHEGLD.... Result: 1 (interaction). (4) The miRNA is hsa-miR-6840-5p with sequence ACCCCCGGGCAAAGACCUGCAGAU. The protein sequence of the target gene is MAGRLPACVVDCGTGYTKLGYAGNTEPQFIIPSCIAIKESAKVGDQAQRRVMKGVDDLDFFIGDEAIEKPTYATKWPIRHGIVEDWDLMERFMEQVIFKYLRAEPEDHYFLLTEPPLNTPENREYTAEIMFESFNVPGLYIAVQAVLALAASWTSRQVGERTLTGTVIDSGDGVTHVIPVAEGYVIGSCIKHIPIAGRDITYFIQQLLRDREVGIPPEQSLETAKAVKERYSYVCPDLVKEFNKYDTDGSKWIKQYTGINAISKKEFSIDVGYERFLGPEIFFHPEFANPDFTQPISEVV.... Result: 0 (no interaction).